From a dataset of Full USPTO retrosynthesis dataset with 1.9M reactions from patents (1976-2016). Predict the reactants needed to synthesize the given product. (1) Given the product [CH3:1][O:2][C:3]1[CH:4]=[CH:5][C:6]([CH2:9][C:10]([NH:24][C:23]2[CH:22]=[CH:21][S:20][C:19]=2[N:17]2[CH:18]=[C:14]([CH3:13])[N:15]=[CH:16]2)=[O:12])=[CH:7][CH:8]=1, predict the reactants needed to synthesize it. The reactants are: [CH3:1][O:2][C:3]1[CH:8]=[CH:7][C:6]([CH2:9][C:10]([OH:12])=O)=[CH:5][CH:4]=1.[CH3:13][C:14]1[N:15]=[CH:16][N:17]([C:19]2[S:20][CH:21]=[CH:22][C:23]=2[NH2:24])[CH:18]=1. (2) Given the product [S:1]1[C:5]2[CH:6]=[CH:7][CH:8]=[CH:9][C:4]=2[N:3]=[C:2]1[CH:15]([C:16]1[CH:21]=[CH:20][CH:19]=[CH:18][CH:17]=1)[OH:22], predict the reactants needed to synthesize it. The reactants are: [S:1]1[C:5]2[CH:6]=[CH:7][CH:8]=[CH:9][C:4]=2[N:3]=[CH:2]1.[Li]CCCC.[CH:15](=[O:22])[C:16]1[CH:21]=[CH:20][CH:19]=[CH:18][CH:17]=1.CCO. (3) The reactants are: [NH2:1][C:2]1[CH:30]=[CH:29][C:5]2[NH:6][C:7]([C:12]3[C:13](=[O:28])[N:14]([CH2:23][CH2:24][CH:25]([CH3:27])[CH3:26])[C:15]4[C:20]([C:21]=3[OH:22])=[CH:19][CH:18]=[CH:17][N:16]=4)=[N:8][S:9](=[O:11])(=[O:10])[C:4]=2[CH:3]=1.[Cl:31][C:32]1[S:33][C:34]([S:38](Cl)(=[O:40])=[O:39])=[CH:35][C:36]=1[Cl:37]. Given the product [Cl:37][C:36]1[CH:35]=[C:34]([S:38]([NH:1][C:2]2[CH:30]=[CH:29][C:5]3[NH:6][C:7]([C:12]4[C:13](=[O:28])[N:14]([CH2:23][CH2:24][CH:25]([CH3:27])[CH3:26])[C:15]5[C:20]([C:21]=4[OH:22])=[CH:19][CH:18]=[CH:17][N:16]=5)=[N:8][S:9](=[O:11])(=[O:10])[C:4]=3[CH:3]=2)(=[O:40])=[O:39])[S:33][C:32]=1[Cl:31], predict the reactants needed to synthesize it. (4) The reactants are: C(OC(=O)[NH:7][CH:8]1[CH2:13][CH2:12][N:11]([CH2:14][CH2:15][N:16]2[CH:21]3[CH2:22][CH2:23][CH:17]2[CH2:18][CH:19]([OH:24])[CH2:20]3)[CH2:10][CH2:9]1)(C)(C)C.[ClH:26]. Given the product [ClH:26].[ClH:26].[ClH:26].[NH2:7][CH:8]1[CH2:13][CH2:12][N:11]([CH2:14][CH2:15][N:16]2[CH:17]3[CH2:23][CH2:22][CH:21]2[CH2:20][CH:19]([OH:24])[CH2:18]3)[CH2:10][CH2:9]1, predict the reactants needed to synthesize it.